From a dataset of Full USPTO retrosynthesis dataset with 1.9M reactions from patents (1976-2016). Predict the reactants needed to synthesize the given product. (1) Given the product [F:20][C:14]1[C:15]([F:19])=[CH:16][CH:17]=[CH:18][C:13]=1[C:8]1[CH:9]=[C:10]2[C:11]([NH2:12])=[N:3][NH:2][C:5]2=[CH:6][N:7]=1, predict the reactants needed to synthesize it. The reactants are: O.[NH2:2][NH2:3].Cl[C:5]1[C:10]([C:11]#[N:12])=[CH:9][C:8]([C:13]2[CH:18]=[CH:17][CH:16]=[C:15]([F:19])[C:14]=2[F:20])=[N:7][CH:6]=1. (2) Given the product [CH3:1][O:2][C:3]1[CH:4]=[CH:5][C:6]2[C:10]([O:11][C:12]3[CH:17]=[CH:16][C:15]([CH:18]=[CH:19][C:20]([O:22][C:23]([CH3:26])([CH3:25])[CH3:24])=[O:21])=[CH:14][CH:13]=3)=[C:9]([C:27]3[CH:28]=[CH:29][C:30]([O:33][CH3:34])=[CH:31][CH:32]=3)[S:8][C:7]=2[CH:35]=1, predict the reactants needed to synthesize it. The reactants are: [CH3:1][O:2][C:3]1[CH:4]=[CH:5][C:6]2[C:10]([O:11][C:12]3[CH:17]=[CH:16][C:15](/[CH:18]=[CH:19]/[C:20]([O:22][C:23]([CH3:26])([CH3:25])[CH3:24])=[O:21])=[CH:14][CH:13]=3)=[C:9]([C:27]3[CH:32]=[CH:31][C:30]([O:33][CH3:34])=[CH:29][CH:28]=3)[S:8][C:7]=2[CH:35]=1.CO. (3) Given the product [C:18]([C:13]12[CH2:14][CH:15]3[CH2:16][CH:11]([CH2:10][CH:9]([N:8]3[C:6]([O:5][C:1]([CH3:4])([CH3:3])[CH3:2])=[O:7])[CH2:17]1)[CH2:12]2)(=[O:20])[NH2:21], predict the reactants needed to synthesize it. The reactants are: [C:1]([O:5][C:6]([N:8]1[CH:15]2[CH2:16][CH:11]3[CH2:12][C:13]([C:18]([OH:20])=O)([CH2:17][CH:9]1[CH2:10]3)[CH2:14]2)=[O:7])([CH3:4])([CH3:3])[CH3:2].[N:21]1C=CC=CC=1.C(=O)(O)[O-].[NH4+]. (4) Given the product [C:6]1([O:23][C:17](=[O:18])[NH:16][CH3:15])[CH:5]=[CH:4][CH:3]=[CH:2][CH:14]=1, predict the reactants needed to synthesize it. The reactants are: Br[C:2]1[CH:3]=[CH:4][C:5]2SC(NCCF)=N[C:6]=2[CH:14]=1.[CH3:15][N:16](C1C=CC(B2OC(C)(C)C(C)(C)O2)=CC=1)[C:17](=[O:23])[O:18]C(C)(C)C.C([O-])([O-])=O.[Na+].[Na+]. (5) The reactants are: Cl[CH:2]([O:4][C:5](=[O:31])[N:6]([C:15]1[CH:20]=[CH:19][C:18]([C:21](=[O:29])[C:22]2[CH:27]=[CH:26][CH:25]=[CH:24][C:23]=2[CH3:28])=[C:17]([Cl:30])[CH:16]=1)[C:7]1[CH:12]=[CH:11][C:10]([F:13])=[CH:9][C:8]=1[CH3:14])[CH3:3].[CH3:32][CH:33]([CH3:37])[C:34]([O-:36])=[O:35].C([N+](CCCC)(CCCC)CCCC)CCC. Given the product [Cl:30][C:17]1[CH:16]=[C:15]([N:6]([C:7]2[CH:12]=[CH:11][C:10]([F:13])=[CH:9][C:8]=2[CH3:14])[C:5]([O:4][CH:2]([O:36][C:34](=[O:35])[CH:33]([CH3:37])[CH3:32])[CH3:3])=[O:31])[CH:20]=[CH:19][C:18]=1[C:21](=[O:29])[C:22]1[CH:27]=[CH:26][CH:25]=[CH:24][C:23]=1[CH3:28], predict the reactants needed to synthesize it. (6) Given the product [Br:1][C:2]1[CH:3]=[CH:4][C:5]2[N:15]([CH2:16][C:17]3([OH:22])[CH2:21][CH2:20][CH2:19][CH2:18]3)[C:9]([C:10]([CH3:13])([CH3:12])[CH3:11])=[N:8][C:6]=2[CH:7]=1, predict the reactants needed to synthesize it. The reactants are: [Br:1][C:2]1[CH:3]=[CH:4][C:5]([NH:15][CH2:16][C:17]2([OH:22])[CH2:21][CH2:20][CH2:19][CH2:18]2)=[C:6]([NH:8][C:9](=O)[C:10]([CH3:13])([CH3:12])[CH3:11])[CH:7]=1.O.C1(C)C=CC(S(O)(=O)=O)=CC=1. (7) Given the product [F:1][CH:2]([C:16]#[C:17][C:31]1[N:30]=[N:29][C:28]2[NH:34][C:25]([C:20]3[CH:21]=[CH:22][CH:23]=[CH:24][C:19]=3[F:18])=[CH:26][C:27]=2[CH:32]=1)[CH2:3][N:4]1[CH:8]=[C:7]([C:9]([O:11][C:12]([CH3:13])([CH3:14])[CH3:15])=[O:10])[N:6]=[N:5]1, predict the reactants needed to synthesize it. The reactants are: [F:1][CH:2]([C:16]#[CH:17])[CH2:3][N:4]1[CH:8]=[C:7]([C:9]([O:11][C:12]([CH3:15])([CH3:14])[CH3:13])=[O:10])[N:6]=[N:5]1.[F:18][C:19]1[CH:24]=[CH:23][CH:22]=[CH:21][C:20]=1[C:25]1[NH:34][C:28]2[N:29]=[N:30][C:31](I)=[CH:32][C:27]=2[CH:26]=1. (8) Given the product [CH3:11][N:12]1[CH:20]=[C:19]2[C:14]([CH:15]=[CH:16][CH:17]=[C:18]2[CH:21]=[O:22])=[N:13]1, predict the reactants needed to synthesize it. The reactants are: CS(C)=O.C(Cl)(=O)C(Cl)=O.[CH3:11][N:12]1[CH:20]=[C:19]2[C:14]([CH:15]=[CH:16][CH:17]=[C:18]2[CH2:21][OH:22])=[N:13]1.C(N(CC)CC)C.[NH4+].[Cl-]. (9) Given the product [Br:12][CH2:13][CH2:14][CH:15]=[C:16]1[C:22]2[CH:23]=[CH:24][CH:25]=[CH:26][C:21]=2[CH2:20][C@H:19]([OH:27])[C:18]2[CH:28]=[CH:29][CH:30]=[CH:31][C:17]1=2, predict the reactants needed to synthesize it. The reactants are: C1(C)C=CC=CC=1.CSC.B.[Br:12][CH2:13][CH2:14][CH:15]=[C:16]1[C:22]2[CH:23]=[CH:24][CH:25]=[CH:26][C:21]=2[CH2:20][C:19](=[O:27])[C:18]2[CH:28]=[CH:29][CH:30]=[CH:31][C:17]1=2.C(=O)(O)[O-].[Na+]. (10) The reactants are: Br[C:2]1[CH:25]=[CH:24][C:5]([C:6]([N:8]([CH2:13][C:14]2[CH:23]=[CH:22][C:17]([C:18]([O:20][CH3:21])=[O:19])=[CH:16][CH:15]=2)[CH2:9][CH:10]2[CH2:12][CH2:11]2)=[O:7])=[CH:4][CH:3]=1.[F:26][C:27]1[C:28]([O:34][CH3:35])=[C:29]([OH:33])[CH:30]=[CH:31][CH:32]=1. Given the product [CH:10]1([CH2:9][N:8]([CH2:13][C:14]2[CH:23]=[CH:22][C:17]([C:18]([O:20][CH3:21])=[O:19])=[CH:16][CH:15]=2)[C:6](=[O:7])[C:5]2[CH:24]=[CH:25][C:2]([O:33][C:29]3[CH:30]=[CH:31][CH:32]=[C:27]([F:26])[C:28]=3[O:34][CH3:35])=[CH:3][CH:4]=2)[CH2:12][CH2:11]1, predict the reactants needed to synthesize it.